This data is from Reaction yield outcomes from USPTO patents with 853,638 reactions. The task is: Predict the reaction yield, written as a fraction of the theoretical maximum amount of product (1.0 means a 100% yield; for example, 0.34 means a 34% yield). (1) The reactants are [Br:1][C:2]1[CH:3]=[N:4][C:5]([C:8]2[C:13]([F:14])=[CH:12][C:11]([O:15]C)=[CH:10][C:9]=2[F:17])=[N:6][CH:7]=1.B(Br)(Br)Br.CO.C([O-])(O)=O.[Na+]. The catalyst is C(Cl)Cl.C(OCC)(=O)C. The product is [Br:1][C:2]1[CH:7]=[N:6][C:5]([C:8]2[C:9]([F:17])=[CH:10][C:11]([OH:15])=[CH:12][C:13]=2[F:14])=[N:4][CH:3]=1. The yield is 0.850. (2) The reactants are [Cl:1][C:2]1[C:10]2[C:5](=[CH:6][CH:7]=[C:8]([N+:11]([O-])=O)[CH:9]=2)[N:4]([CH2:14][C:15]2[CH:20]=[CH:19][CH:18]=[CH:17][N:16]=2)[CH:3]=1.S(S([O-])=O)([O-])=O.[Na+].[Na+]. The catalyst is C(O)C.O. The product is [NH2:11][C:8]1[CH:9]=[C:10]2[C:5](=[CH:6][CH:7]=1)[N:4]([CH2:14][C:15]1[CH:20]=[CH:19][CH:18]=[CH:17][N:16]=1)[CH:3]=[C:2]2[Cl:1]. The yield is 0.230. (3) The reactants are [NH2:1][C:2]([NH:4][C:5]1[CH:6]=[C:7]([S:12]([NH:15][CH:16]2[CH2:19][CH2:18][CH2:17]2)(=[O:14])=[O:13])[CH:8]=[CH:9][C:10]=1[Cl:11])=[S:3].[C:20](N=C=S)(=[O:27])[C:21]1C=CC=C[CH:22]=1.[NH2:31][C:32]1[CH:33]=[C:34](S(NC2CCC2)(=O)=O)[CH:35]=[CH:36][C:37]=1Cl.[CH3:47][C:48]([CH3:50])=O. No catalyst specified. The product is [Cl:11][C:10]1[CH:9]=[CH:8][C:7]([S:12]([NH:15][CH:16]2[CH2:17][CH2:18][CH2:19]2)(=[O:14])=[O:13])=[CH:6][C:5]=1[NH:4][C:2]1[S:3]/[C:21](=[CH:22]\[C:35]2[CH:36]=[C:37]3[C:32](=[CH:33][CH:34]=2)[N:31]=[CH:50][CH:48]=[CH:47]3)/[C:20](=[O:27])[N:1]=1. The yield is 0.790. (4) The reactants are [OH:1][C:2]1[CH:11]=[C:10]2[C:5]([C:6]([O:12][C:13]3[CH:18]=[CH:17][C:16]([CH2:19][C:20]([C:22]4[CH:27]=[CH:26][CH:25]=[CH:24][CH:23]=4)=[O:21])=[CH:15][CH:14]=3)=[CH:7][CH:8]=[N:9]2)=[CH:4][C:3]=1[O:28][CH3:29].[CH:30]1([O:35][C:36](=[O:49])[C@@H:37]([NH:41][C:42]([O:44][C:45]([CH3:48])([CH3:47])[CH3:46])=[O:43])[CH2:38][CH2:39]Br)[CH2:34][CH2:33][CH2:32][CH2:31]1.C(=O)([O-])[O-].[K+].[K+]. The catalyst is CN(C=O)C. The product is [CH:30]1([O:35][C:36](=[O:49])[C@@H:37]([NH:41][C:42]([O:44][C:45]([CH3:48])([CH3:47])[CH3:46])=[O:43])[CH2:38][CH2:39][O:1][C:2]2[CH:11]=[C:10]3[C:5]([C:6]([O:12][C:13]4[CH:14]=[CH:15][C:16]([CH2:19][C:20](=[O:21])[C:22]5[CH:23]=[CH:24][CH:25]=[CH:26][CH:27]=5)=[CH:17][CH:18]=4)=[CH:7][CH:8]=[N:9]3)=[CH:4][C:3]=2[O:28][CH3:29])[CH2:31][CH2:32][CH2:33][CH2:34]1. The yield is 0.710. (5) The reactants are [N+:1]([C:4]1[CH:5]=[C:6]([S:10][CH3:11])[CH:7]=[CH:8][CH:9]=1)([O-:3])=[O:2].S(Cl)(Cl)(=O)=[O:13].CCO. The catalyst is C(Cl)Cl. The product is [CH3:11][S:10]([C:6]1[CH:7]=[CH:8][CH:9]=[C:4]([N+:1]([O-:3])=[O:2])[CH:5]=1)=[O:13]. The yield is 0.900.